From a dataset of Retrosynthesis with 50K atom-mapped reactions and 10 reaction types from USPTO. Predict the reactants needed to synthesize the given product. (1) Given the product Oc1c(Cc2ccccc2)cnc2c(C(F)(F)F)cccc12, predict the reactants needed to synthesize it. The reactants are: O=C(c1ccccc1)c1cnc2c(C(F)(F)F)cccc2c1O. (2) Given the product CCCCCCCCOCc1ccccc1Br, predict the reactants needed to synthesize it. The reactants are: BrCc1ccccc1Br.CCCCCCCCO. (3) Given the product Brc1ccc(Nc2nc(-c3cccnc3)cs2)cn1, predict the reactants needed to synthesize it. The reactants are: NC(=S)Nc1ccc(Br)nc1.O=C(CBr)c1cccnc1. (4) The reactants are: NCCc1ccc([N+](=O)[O-])cc1.O=C(OC(=O)C(F)(F)F)C(F)(F)F. Given the product CNCCc1ccc([N+](=O)[O-])cc1, predict the reactants needed to synthesize it. (5) Given the product Cc1noc(C)c1-c1ccc2c(=O)cc(C)n(Cc3cccc(F)c3N)c2c1, predict the reactants needed to synthesize it. The reactants are: Cc1cc(=O)c2ccc(Br)cc2n1Cc1cccc(F)c1N.Cc1noc(C)c1B1OC(C)(C)C(C)(C)O1. (6) Given the product ON=C1CC2CCCC(C1)N2C1CC1, predict the reactants needed to synthesize it. The reactants are: NO.O=C1CC2CCCC(C1)N2C1CC1. (7) The reactants are: Cc1cc(Br)c(N)c(C(=O)O)c1. Given the product Cc1cc(Br)c(N)c(CO)c1, predict the reactants needed to synthesize it. (8) Given the product CCc1ccccc1Nc1c(C(N)=O)cnc2cc(OCCN3CCNCC3)c(OC)cc12, predict the reactants needed to synthesize it. The reactants are: CCc1ccccc1Nc1c(C(N)=O)cnc2cc(O)c(OC)cc12.OCCN1CCNCC1. (9) Given the product O=C(O)c1ncn([C@H]2CCCC[C@@H]2OCc2ccccc2)c1-c1ccccc1, predict the reactants needed to synthesize it. The reactants are: COC(=O)c1ncn([C@H]2CCCC[C@@H]2OCc2ccccc2)c1-c1ccccc1.